From a dataset of Peptide-MHC class I binding affinity with 185,985 pairs from IEDB/IMGT. Regression. Given a peptide amino acid sequence and an MHC pseudo amino acid sequence, predict their binding affinity value. This is MHC class I binding data. (1) The peptide sequence is NMLREGLSP. The MHC is HLA-A01:01 with pseudo-sequence HLA-A01:01. The binding affinity (normalized) is 0.0847. (2) The peptide sequence is AEMWAQDAAMY. The MHC is HLA-A24:02 with pseudo-sequence HLA-A24:02. The binding affinity (normalized) is 0. (3) The peptide sequence is HENKNATWCL. The MHC is HLA-B45:01 with pseudo-sequence HLA-B45:01. The binding affinity (normalized) is 0.212. (4) The peptide sequence is QSYEFLGLK. The MHC is HLA-B40:01 with pseudo-sequence HLA-B40:01. The binding affinity (normalized) is 0.0847. (5) The peptide sequence is RMIESRMSK. The MHC is HLA-B15:09 with pseudo-sequence HLA-B15:09. The binding affinity (normalized) is 0.0847. (6) The peptide sequence is RMRRAEPAA. The MHC is HLA-A11:01 with pseudo-sequence HLA-A11:01. The binding affinity (normalized) is 0. (7) The peptide sequence is KKQQVYALF. The MHC is HLA-A02:07 with pseudo-sequence HLA-A02:07. The binding affinity (normalized) is 0. (8) The peptide sequence is HFANYNFTL. The MHC is HLA-A26:01 with pseudo-sequence HLA-A26:01. The binding affinity (normalized) is 0.